From a dataset of Forward reaction prediction with 1.9M reactions from USPTO patents (1976-2016). Predict the product of the given reaction. (1) Given the reactants [C:1]([C:4]1[CH:14]=[CH:13][C:7]([C:8]([O:10][CH2:11][CH3:12])=[O:9])=[CH:6][CH:5]=1)(=[O:3])[CH3:2].[Br-:15].[Br-].[Br-].[NH+]1C=CC=CC=1.[NH+]1C=CC=CC=1.[NH+]1C=CC=CC=1.Br, predict the reaction product. The product is: [Br:15][CH2:2][C:1]([C:4]1[CH:14]=[CH:13][C:7]([C:8]([O:10][CH2:11][CH3:12])=[O:9])=[CH:6][CH:5]=1)=[O:3]. (2) Given the reactants Br[C:2]1[CH:7]=[CH:6][C:5]([C:8]2[N:9]([CH2:16][C@@H:17]3[CH2:21][CH2:20][N:19]([C:22]([CH:24]4[CH2:26][CH2:25]4)=[O:23])[CH2:18]3)[C:10](=[O:15])[C:11]([CH3:14])([CH3:13])[N:12]=2)=[CH:4][CH:3]=1.B(O)(O)[C:28]1[CH:33]=[CH:32][C:31]2[NH:34][CH:35]=[CH:36][C:30]=2[CH:29]=1.C(=O)([O-])[O-].[Cs+].[Cs+], predict the reaction product. The product is: [NH:34]1[C:31]2[C:30](=[CH:29][C:28]([C:2]3[CH:7]=[CH:6][C:5]([C:8]4[N:9]([CH2:16][C@@H:17]5[CH2:21][CH2:20][N:19]([C:22]([CH:24]6[CH2:26][CH2:25]6)=[O:23])[CH2:18]5)[C:10](=[O:15])[C:11]([CH3:13])([CH3:14])[N:12]=4)=[CH:4][CH:3]=3)=[CH:33][CH:32]=2)[CH:36]=[CH:35]1. (3) Given the reactants F[C:2]1[CH:3]=[C:4]2[C:9](=[CH:10][C:11]=1[N+:12]([O-:14])=[O:13])[NH:8][C:7](=[O:15])[N:6]([NH:16][S:17]([CH3:20])(=[O:19])=[O:18])[C:5]2=[O:21].[C:22]([O:26][C:27](=[O:32])[NH:28][CH2:29][CH2:30][NH2:31])([CH3:25])([CH3:24])[CH3:23], predict the reaction product. The product is: [C:22]([O:26][C:27](=[O:32])[NH:28][CH2:29][CH2:30][NH:31][C:2]1[CH:3]=[C:4]2[C:9](=[CH:10][C:11]=1[N+:12]([O-:14])=[O:13])[NH:8][C:7](=[O:15])[N:6]([NH:16][S:17]([CH3:20])(=[O:19])=[O:18])[C:5]2=[O:21])([CH3:25])([CH3:23])[CH3:24].